From a dataset of Peptide-MHC class I binding affinity with 185,985 pairs from IEDB/IMGT. Regression. Given a peptide amino acid sequence and an MHC pseudo amino acid sequence, predict their binding affinity value. This is MHC class I binding data. (1) The peptide sequence is FRRRKRMGF. The MHC is HLA-A02:06 with pseudo-sequence HLA-A02:06. The binding affinity (normalized) is 0.0847. (2) The peptide sequence is FPVKPQVPLR. The MHC is HLA-B44:03 with pseudo-sequence HLA-B44:03. The binding affinity (normalized) is 0. (3) The peptide sequence is HTSALSLGY. The MHC is HLA-A23:01 with pseudo-sequence HLA-A23:01. The binding affinity (normalized) is 0.0847. (4) The peptide sequence is VTFDTLFMV. The MHC is HLA-A02:01 with pseudo-sequence HLA-A02:01. The binding affinity (normalized) is 0.800. (5) The peptide sequence is GPTTEAPTL. The MHC is HLA-A11:01 with pseudo-sequence HLA-A11:01. The binding affinity (normalized) is 0. (6) The peptide sequence is FLYALALLL. The MHC is HLA-A03:01 with pseudo-sequence HLA-A03:01. The binding affinity (normalized) is 0.173. (7) The peptide sequence is RSCSFKVGHH. The MHC is HLA-A68:01 with pseudo-sequence HLA-A68:01. The binding affinity (normalized) is 0.0288.